This data is from Forward reaction prediction with 1.9M reactions from USPTO patents (1976-2016). The task is: Predict the product of the given reaction. Given the reactants [C:1]([O:5][C:6]([N:8]1[CH2:13][CH2:12][N:11]([C:14](=[O:22])[C:15]2[CH:20]=[CH:19][C:18](I)=[CH:17][CH:16]=2)[CH2:10][CH2:9]1)=[O:7])([CH3:4])([CH3:3])[CH3:2].[O:23]=[C:24]1[NH:28][C@H:27]([CH2:29][O:30][C:31](=[O:38])[C:32]2[CH:37]=[CH:36][CH:35]=[CH:34][CH:33]=2)[CH2:26][O:25]1, predict the reaction product. The product is: [C:1]([O:5][C:6]([N:8]1[CH2:13][CH2:12][N:11]([C:14](=[O:22])[C:15]2[CH:20]=[CH:19][C:18]([N:28]3[C@H:27]([CH2:29][O:30][C:31](=[O:38])[C:32]4[CH:37]=[CH:36][CH:35]=[CH:34][CH:33]=4)[CH2:26][O:25][C:24]3=[O:23])=[CH:17][CH:16]=2)[CH2:10][CH2:9]1)=[O:7])([CH3:4])([CH3:3])[CH3:2].